This data is from Reaction yield outcomes from USPTO patents with 853,638 reactions. The task is: Predict the reaction yield, written as a fraction of the theoretical maximum amount of product (1.0 means a 100% yield; for example, 0.34 means a 34% yield). The catalyst is C(O)C.O.[Fe]. The product is [CH2:1]([O:8][C:9]1[CH:14]=[CH:13][C:12]([NH2:15])=[C:11]([F:18])[CH:10]=1)[C:2]1[CH:3]=[CH:4][CH:5]=[CH:6][CH:7]=1. The reactants are [CH2:1]([O:8][C:9]1[CH:14]=[CH:13][C:12]([N+:15]([O-])=O)=[C:11]([F:18])[CH:10]=1)[C:2]1[CH:7]=[CH:6][CH:5]=[CH:4][CH:3]=1.[Cl-].[NH4+]. The yield is 0.813.